The task is: Regression. Given a peptide amino acid sequence and an MHC pseudo amino acid sequence, predict their binding affinity value. This is MHC class II binding data.. This data is from Peptide-MHC class II binding affinity with 134,281 pairs from IEDB. (1) The peptide sequence is EGATPEAKYDAYVAT. The MHC is DRB1_0701 with pseudo-sequence DRB1_0701. The binding affinity (normalized) is 0.160. (2) The peptide sequence is EWKYFAATQFEPLAA. The MHC is DRB1_0101 with pseudo-sequence DRB1_0101. The binding affinity (normalized) is 0.776.